Task: Predict the reaction yield, written as a fraction of the theoretical maximum amount of product (1.0 means a 100% yield; for example, 0.34 means a 34% yield).. Dataset: Reaction yield outcomes from USPTO patents with 853,638 reactions (1) The reactants are Br[C:2]1[CH:8]=[C:7]([N+:9]([O-:11])=[O:10])[C:6]([F:12])=[CH:5][C:3]=1[NH2:4].[CH3:13][C:14]([CH3:18])([CH3:17])[C:15]#[CH:16].CCN(CC)CC. The catalyst is C1(C)C=CC=CC=1.O.[Cu]I.Cl[Pd](Cl)([P](C1C=CC=CC=1)(C1C=CC=CC=1)C1C=CC=CC=1)[P](C1C=CC=CC=1)(C1C=CC=CC=1)C1C=CC=CC=1. The product is [CH3:13][C:14]([CH3:18])([CH3:17])[C:15]#[C:16][C:2]1[CH:8]=[C:7]([N+:9]([O-:11])=[O:10])[C:6]([F:12])=[CH:5][C:3]=1[NH2:4]. The yield is 0.460. (2) The reactants are [C:1]([C:5]1[CH:9]=[C:8]([NH:10][C:11](=[O:47])[NH:12][C:13]2[C:22]3[C:17](=[CH:18][CH:19]=[CH:20][CH:21]=3)[C:16]([O:23][CH2:24][C:25]3[CH:30]=[CH:29][N:28]=[C:27]([NH:31][C:32]([C@@H:34]4[CH2:39][O:38][CH2:37][CH2:36][N:35]4C(OC(C)(C)C)=O)=[O:33])[CH:26]=3)=[CH:15][CH:14]=2)[N:7]([C:48]2[CH:53]=[CH:52][C:51]([CH3:54])=[CH:50][CH:49]=2)[N:6]=1)([CH3:4])([CH3:3])[CH3:2]. The catalyst is C(Cl)Cl.C(O)(C(F)(F)F)=O. The product is [C:1]([C:5]1[CH:9]=[C:8]([NH:10][C:11](=[O:47])[NH:12][C:13]2[C:22]3[C:17](=[CH:18][CH:19]=[CH:20][CH:21]=3)[C:16]([O:23][CH2:24][C:25]3[CH:30]=[CH:29][N:28]=[C:27]([NH:31][C:32]([C@@H:34]4[CH2:39][O:38][CH2:37][CH2:36][NH:35]4)=[O:33])[CH:26]=3)=[CH:15][CH:14]=2)[N:7]([C:48]2[CH:53]=[CH:52][C:51]([CH3:54])=[CH:50][CH:49]=2)[N:6]=1)([CH3:4])([CH3:3])[CH3:2]. The yield is 0.630. (3) The reactants are [Cl:1][C:2]1[CH:3]=[C:4]([N:10]2[CH:14]([C:15]3[CH2:19][CH2:18][CH2:17][CH:16]=3)[CH:13]3[CH2:20][O:21][C:22]4[CH:23]=[C:24]([C:28]([O:30]C)=[O:29])[CH:25]=[CH:26][C:27]=4[C:12]3=[N:11]2)[CH:5]=[CH:6][C:7]=1[C:8]#[N:9].[OH-].[Na+]. The catalyst is CO.O1CCCC1. The product is [Cl:1][C:2]1[CH:3]=[C:4]([N:10]2[CH:14]([C:15]3[CH2:19][CH2:18][CH2:17][CH:16]=3)[CH:13]3[CH2:20][O:21][C:22]4[CH:23]=[C:24]([C:28]([OH:30])=[O:29])[CH:25]=[CH:26][C:27]=4[C:12]3=[N:11]2)[CH:5]=[CH:6][C:7]=1[C:8]#[N:9]. The yield is 0.220.